Dataset: Reaction yield outcomes from USPTO patents with 853,638 reactions. Task: Predict the reaction yield, written as a fraction of the theoretical maximum amount of product (1.0 means a 100% yield; for example, 0.34 means a 34% yield). (1) The product is [F:12][C:5]1[C:6]2[O:10][CH2:9][O:8][C:7]=2[CH:11]=[C:3]([CH2:2][C:13]#[N:14])[CH:4]=1. The catalyst is CS(C)=O. The yield is 0.700. The reactants are Cl[CH2:2][C:3]1[CH:4]=[C:5]([F:12])[C:6]2[O:10][CH2:9][O:8][C:7]=2[CH:11]=1.[C-:13]#[N:14].[Na+].O. (2) The reactants are [F:1][C:2]1[CH:22]=[CH:21][CH:20]=[CH:19][C:3]=1[CH2:4][N:5]([O:17][CH3:18])[C:6](=[O:16])[CH:7]=[C:8]1[C:12](=[O:13])[O:11][C:10](C)(C)[O:9]1. The catalyst is CO. The product is [CH3:10][O:11][C:12](=[O:13])[C:8]([OH:9])=[CH:7][C:6](=[O:16])[N:5]([CH2:4][C:3]1[CH:19]=[CH:20][CH:21]=[CH:22][C:2]=1[F:1])[O:17][CH3:18]. The yield is 0.590. (3) The reactants are N[C:2]1[N:11]=[CH:10][C:9]2[C:4](=[C:5]([O:20][CH3:21])[C:6]([Br:19])=[CH:7][C:8]=2[C:12]2[CH:17]=[CH:16][CH:15]=[C:14]([Cl:18])[CH:13]=2)[N:3]=1.[I:22]CI.N(OCCC(C)C)=O. The catalyst is [Cu]I.C1COCC1. The product is [Br:19][C:6]1[C:5]([O:20][CH3:21])=[C:4]2[C:9]([CH:10]=[N:11][C:2]([I:22])=[N:3]2)=[C:8]([C:12]2[CH:17]=[CH:16][CH:15]=[C:14]([Cl:18])[CH:13]=2)[CH:7]=1. The yield is 0.650. (4) The reactants are [Cl:1][C:2]1[CH:7]=[C:6]([Cl:8])[N:5]=[C:4]([NH:9][C:10]2[CH:17]=[CH:16][C:13]([C:14]#[N:15])=[CH:12][CH:11]=2)[N:3]=1.[Br:18]N1C(=O)CCC1=O. The catalyst is C(Cl)(Cl)Cl. The product is [Br:18][C:7]1[C:6]([Cl:8])=[N:5][C:4]([NH:9][C:10]2[CH:17]=[CH:16][C:13]([C:14]#[N:15])=[CH:12][CH:11]=2)=[N:3][C:2]=1[Cl:1]. The yield is 0.550. (5) The reactants are [CH:1](=O)/[CH:2]=[CH:3]/[C:4]1[CH:9]=[CH:8][CH:7]=[CH:6][CH:5]=1.[C:11]([OH:16])(=[O:15])[C:12]([CH3:14])=[O:13].[OH-].[K+:18]. The catalyst is CO. The product is [O:13]=[C:12]([CH:14]=[CH:1][CH:2]=[CH:3][C:4]1[CH:9]=[CH:8][CH:7]=[CH:6][CH:5]=1)[C:11]([O-:16])=[O:15].[K+:18]. The yield is 0.610. (6) The reactants are [CH:1]([C:4]1[CH:9]=[C:8]([O:10][CH3:11])[C:7]([N:12]2[CH2:17][CH2:16][NH:15][CH2:14][CH2:13]2)=[CH:6][C:5]=1[OH:18])([CH3:3])[CH3:2].C(N(CC)CC)C.[CH3:26][S:27](Cl)(=[O:29])=[O:28]. The catalyst is ClCCl. The product is [CH:1]([C:4]1[CH:9]=[C:8]([O:10][CH3:11])[C:7]([N:12]2[CH2:13][CH2:14][N:15]([S:27]([CH3:26])(=[O:29])=[O:28])[CH2:16][CH2:17]2)=[CH:6][C:5]=1[OH:18])([CH3:3])[CH3:2]. The yield is 0.160. (7) The reactants are [Cl:1][C:2]1[S:10][C:9]2[S:8](=[O:12])(=[O:11])[N:7]=[C:6](F)[NH:5][C:4]=2[CH:3]=1.Cl.[CH3:15][C:16]1([NH2:21])[CH2:20][CH2:19][CH2:18][CH2:17]1.C(N(CC)CC)C. The catalyst is C(O)C. The product is [Cl:1][C:2]1[S:10][C:9]2[S:8](=[O:12])(=[O:11])[N:7]=[C:6]([NH:21][C:16]3([CH3:15])[CH2:20][CH2:19][CH2:18][CH2:17]3)[NH:5][C:4]=2[CH:3]=1. The yield is 0.260. (8) The reactants are [C:1](OC(=O)C)(=[O:3])[CH3:2].[Cl:8][C:9]1[C:17]2[N:16]=[C:15]3[N:18]([C:22]4[C:27]([Cl:28])=[CH:26][C:25]([Cl:29])=[CH:24][N:23]=4)[CH2:19][CH2:20][CH2:21][N:14]3[C:13]=2[C:12]([CH:30]([OH:33])[CH2:31][CH3:32])=[CH:11][CH:10]=1. The product is [C:1]([O:33][CH:30]([C:12]1[C:13]2[N:14]3[CH2:21][CH2:20][CH2:19][N:18]([C:22]4[C:27]([Cl:28])=[CH:26][C:25]([Cl:29])=[CH:24][N:23]=4)[C:15]3=[N:16][C:17]=2[C:9]([Cl:8])=[CH:10][CH:11]=1)[CH2:31][CH3:32])(=[O:3])[CH3:2]. The catalyst is N1C=CC=CC=1. The yield is 0.750.